From a dataset of Catalyst prediction with 721,799 reactions and 888 catalyst types from USPTO. Predict which catalyst facilitates the given reaction. (1) Reactant: [NH2:1][C@@H:2]([C:6]([OH:8])=[O:7])[C@H:3]([CH3:5])[OH:4].C([O-])(O)=O.[Na+].[C:14](=O)([O-:39])[O:15][CH:16](C1C=CC=CN=1)C1C=CC(C2C=CC(C(F)(F)F)=CC=2)=CC=1.[F:41][C:42]([F:67])([F:66])[C:43]1[CH:48]=[CH:47][C:46]([C:49]2[CH:54]=[CH:53][C:52](C3C=CN(C([O-])=O)C(=O)C=3C)=[CH:51][CH:50]=2)=[CH:45][CH:44]=1. Product: [OH:4][C@@H:3]([CH3:5])[C@@H:2]([N:1]([C:52]1[CH:51]=[CH:50][C:49]([C:46]2[CH:45]=[CH:44][C:43]([C:42]([F:41])([F:66])[F:67])=[CH:48][CH:47]=2)=[CH:54][CH:53]=1)[C:14]([O:15][CH3:16])=[O:39])[C:6]([OH:8])=[O:7]. The catalyst class is: 90. (2) Reactant: C(OC([N:8]1[CH2:13][CH:12]2[CH2:14][CH:9]1[CH2:10][N:11]2[C:15]1[C:24]2[C:19](=[CH:20][CH:21]=[CH:22][CH:23]=2)[N:18]=[C:17]([C:25]2[CH:30]=[CH:29][N:28]=[C:27]([NH:31][CH:32]([C:34]3[CH:39]=[CH:38][CH:37]=[CH:36][CH:35]=3)[CH3:33])[CH:26]=2)[CH:16]=1)=O)(C)(C)C.CO.Cl. Product: [C@H:12]12[CH2:14][C@H:9]([NH:8][CH2:13]1)[CH2:10][N:11]2[C:15]1[C:24]2[C:19](=[CH:20][CH:21]=[CH:22][CH:23]=2)[N:18]=[C:17]([C:25]2[CH:30]=[CH:29][N:28]=[C:27]([NH:31][C@H:32]([C:34]3[CH:39]=[CH:38][CH:37]=[CH:36][CH:35]=3)[CH3:33])[CH:26]=2)[CH:16]=1. The catalyst class is: 258. (3) The catalyst class is: 38. Reactant: [C:1]([N:5]([CH2:31][CH2:32][O:33][CH2:34][C:35]#[CH:36])[C:6](=[O:30])[C:7]([N:9]1[CH2:18][CH2:17][C:16]2[C:11](=[CH:12][C:13]([O:21][CH:22]([CH3:24])[CH3:23])=[C:14]([O:19][CH3:20])[CH:15]=2)[CH:10]1[C:25]([O:27]CC)=[O:26])=[O:8])([CH3:4])([CH3:3])[CH3:2].[OH-].[K+].Cl. Product: [C:1]([N:5]([CH2:31][CH2:32][O:33][CH2:34][C:35]#[CH:36])[C:6](=[O:30])[C:7]([N:9]1[CH2:18][CH2:17][C:16]2[C:11](=[CH:12][C:13]([O:21][CH:22]([CH3:24])[CH3:23])=[C:14]([O:19][CH3:20])[CH:15]=2)[CH:10]1[C:25]([OH:27])=[O:26])=[O:8])([CH3:3])([CH3:2])[CH3:4]. (4) Reactant: [NH:1]1[CH:8]=[CH:7][C:5]([NH2:6])=[N:4][C:2]1=[O:3].[Li]CCCC.CS(C)=O.[F:18][C@H:19]1[C@@H:24]2[O:25][CH:26]([C:29]3[CH:34]=[CH:33][CH:32]=[CH:31][CH:30]=3)[O:27][CH2:28][C@H:23]2[O:22][CH2:21][C@@H:20]1OS(C(F)(F)F)(=O)=O. Product: [NH2:6][C:5]1[CH:7]=[CH:8][N:1]([C@@H:20]2[CH2:21][O:22][C@H:23]3[C@@H:24]([O:25][CH:26]([C:29]4[CH:34]=[CH:33][CH:32]=[CH:31][CH:30]=4)[O:27][CH2:28]3)[C@@H:19]2[F:18])[C:2](=[O:3])[N:4]=1. The catalyst class is: 134. (5) Reactant: [CH3:1][O:2][C:3]([C:5]1([CH:11](OS(C(F)(F)F)(=O)=O)[CH3:12])[CH2:10][CH2:9][CH2:8][CH2:7][O:6]1)=[O:4].N1(C2CCCCCCCCCC2)CCCN=CCCCCC1. Product: [CH3:1][O:2][C:3]([C:5]1([CH:11]=[CH2:12])[CH2:10][CH2:9][CH2:8][CH2:7][O:6]1)=[O:4]. The catalyst class is: 4. (6) Reactant: F[C:2]1[CH:7]=[CH:6][C:5]([N+:8]([O-:10])=[O:9])=[CH:4][C:3]=1[F:11].O.[NH2:13][NH2:14]. Product: [F:11][C:3]1[CH:4]=[C:5]([N+:8]([O-:10])=[O:9])[CH:6]=[CH:7][C:2]=1[NH:13][NH2:14]. The catalyst class is: 8. (7) Reactant: [Cl:1][C:2]1[N:7]=[C:6]([CH2:8][OH:9])[CH:5]=[CH:4][C:3]=1[O:10][CH2:11][CH2:12][CH3:13].[CH:14]([Si:17](Cl)([CH:21]([CH3:23])[CH3:22])[CH:18]([CH3:20])[CH3:19])([CH3:16])[CH3:15].N1C=CN=C1. Product: [Cl:1][C:2]1[C:3]([O:10][CH2:11][CH2:12][CH3:13])=[CH:4][CH:5]=[C:6]([CH2:8][O:9][Si:17]([CH:21]([CH3:23])[CH3:22])([CH:18]([CH3:20])[CH3:19])[CH:14]([CH3:16])[CH3:15])[N:7]=1. The catalyst class is: 4.